This data is from Peptide-MHC class II binding affinity with 134,281 pairs from IEDB. The task is: Regression. Given a peptide amino acid sequence and an MHC pseudo amino acid sequence, predict their binding affinity value. This is MHC class II binding data. (1) The peptide sequence is EKNYFAATQFEPLAA. The MHC is HLA-DQA10501-DQB10201 with pseudo-sequence HLA-DQA10501-DQB10201. The binding affinity (normalized) is 0.367. (2) The peptide sequence is DVTITAPGDSPNTDG. The MHC is HLA-DPA10103-DPB10301 with pseudo-sequence HLA-DPA10103-DPB10301. The binding affinity (normalized) is 0. (3) The peptide sequence is GAEVHIGNGGPCLFM. The MHC is DRB1_1101 with pseudo-sequence DRB1_1101. The binding affinity (normalized) is 0.136.